The task is: Predict which catalyst facilitates the given reaction.. This data is from Catalyst prediction with 721,799 reactions and 888 catalyst types from USPTO. (1) Reactant: [Si]([O:8][C:9]1[C:10]([CH:34]=[O:35])=[N:11][C:12]([CH2:15][CH2:16][CH2:17][NH:18][C:19]2[C:28]3[C:23](=[CH:24][CH:25]=[CH:26][CH:27]=3)[N:22]=[C:21]3[CH2:29][CH2:30][CH2:31][CH2:32][CH2:33][C:20]=23)=[CH:13][CH:14]=1)(C(C)(C)C)(C)C.CCCC[N+](CCCC)(CCCC)CCCC.[F-]. Product: [OH:8][C:9]1[C:10]([CH:34]=[O:35])=[N:11][C:12]([CH2:15][CH2:16][CH2:17][NH:18][C:19]2[C:28]3[C:23](=[CH:24][CH:25]=[CH:26][CH:27]=3)[N:22]=[C:21]3[CH2:29][CH2:30][CH2:31][CH2:32][CH2:33][C:20]=23)=[CH:13][CH:14]=1. The catalyst class is: 1. (2) Reactant: [OH-].[Na+].[Br:3][C:4]1[CH:5]=[C:6]([C:10]2[N:11]=[C:12]([O:19][C:20]3[CH:25]=[CH:24][C:23]([CH2:26][C:27]([O:29]C)=[O:28])=[CH:22][CH:21]=3)[C:13]3[CH2:18][CH2:17][CH2:16][C:14]=3[N:15]=2)[S:7][C:8]=1[CH3:9].Cl. Product: [Br:3][C:4]1[CH:5]=[C:6]([C:10]2[N:11]=[C:12]([O:19][C:20]3[CH:21]=[CH:22][C:23]([CH2:26][C:27]([OH:29])=[O:28])=[CH:24][CH:25]=3)[C:13]3[CH2:18][CH2:17][CH2:16][C:14]=3[N:15]=2)[S:7][C:8]=1[CH3:9]. The catalyst class is: 12. (3) Reactant: [O:1]1[CH2:5][CH2:4][O:3][CH:2]1[CH2:6][C:7]1[CH:8]=[C:9]([CH:13]=[CH:14][CH:15]=1)[C:10](O)=[O:11].Cl.[CH3:17][NH:18][CH3:19].C(Cl)CCl. Product: [O:1]1[CH2:5][CH2:4][O:3][CH:2]1[CH2:6][C:7]1[CH:8]=[C:9]([CH:13]=[CH:14][CH:15]=1)[C:10]([N:18]([CH3:19])[CH3:17])=[O:11]. The catalyst class is: 79.